From a dataset of Full USPTO retrosynthesis dataset with 1.9M reactions from patents (1976-2016). Predict the reactants needed to synthesize the given product. (1) Given the product [O:1]([C:8]1[N:9]=[CH:10][C:11]([C:14]([OH:16])=[O:15])=[CH:12][N:13]=1)[C:2]1[CH:3]=[CH:4][CH:5]=[CH:6][CH:7]=1, predict the reactants needed to synthesize it. The reactants are: [O:1]([C:8]1[N:13]=[CH:12][C:11]([C:14]([O:16]CC)=[O:15])=[CH:10][N:9]=1)[C:2]1[CH:7]=[CH:6][CH:5]=[CH:4][CH:3]=1.O.[OH-].[Li+]. (2) Given the product [C:3]([C:4]1[S:8][C:7]([C:9]2[S:13][C:12]([NH:14][C:15](=[O:17])[CH3:16])=[N:11][C:10]=2[CH3:18])=[CH:6][CH:5]=1)#[N:2], predict the reactants needed to synthesize it. The reactants are: O[N:2]=[CH:3][C:4]1[S:8][C:7]([C:9]2[S:13][C:12]([NH:14][C:15](=[O:17])[CH3:16])=[N:11][C:10]=2[CH3:18])=[CH:6][CH:5]=1. (3) Given the product [F:1][C:2]1[CH:30]=[CH:29][C:5]2[N:6]=[C:7]([NH:9][C@H:10]3[CH2:14][CH2:13][CH2:12][C@@H:11]3[NH:15][C:16](=[O:28])[C:17]3[CH:22]=[CH:21][CH:20]=[CH:19][C:18]=3[N:23]3[CH:27]=[N:31][CH:25]=[N:24]3)[S:8][C:4]=2[CH:3]=1, predict the reactants needed to synthesize it. The reactants are: [F:1][C:2]1[CH:30]=[CH:29][C:5]2[N:6]=[C:7]([NH:9][C@H:10]3[CH2:14][CH2:13][CH2:12][C@@H:11]3[NH:15][C:16](=[O:28])[C:17]3[CH:22]=[CH:21][CH:20]=[CH:19][C:18]=3[N:23]3[CH:27]=C[CH:25]=[N:24]3)[S:8][C:4]=2[CH:3]=1.[N:31]1(C2C=CC=CC=2C(O)=O)C=NC=N1.Cl.FC1C=CC2N=C(N[C@H]3CCC[C@@H]3N)SC=2C=1. (4) Given the product [C:1]1([S:7]([CH2:10][C:11]2[C:16]([C:17]([O:19][CH2:20][CH3:21])=[O:18])=[C:15]([O:22][CH3:23])[C:14]([C:24]3[S:65][N:64]=[CH:63][CH:25]=3)=[CH:13][CH:12]=2)(=[O:9])=[O:8])[CH:2]=[CH:3][CH:4]=[CH:5][CH:6]=1, predict the reactants needed to synthesize it. The reactants are: [C:1]1([S:7]([CH2:10][C:11]2[C:16]([C:17]([O:19][CH2:20][CH3:21])=[O:18])=[C:15]([O:22][CH3:23])[C:14]([C:24]3OC=N[CH:25]=3)=[CH:13][CH:12]=2)(=[O:9])=[O:8])[CH:6]=[CH:5][CH:4]=[CH:3][CH:2]=1.C1(S(CC2C(C(OCC)=O)=C(OC)C(Br)=CC=2)(=O)=O)C=CC=CC=1.CC1(C)C(C)(C)OB(C2[S:65][N:64]=[CH:63]C=2)O1. (5) Given the product [CH:18]([CH:7]1[C:6](=[O:21])[N:5]([CH2:4][C:3]([OH:22])=[O:2])[C:10]2[CH:11]=[CH:12][CH:13]=[C:14]([CH:15]([CH3:17])[CH3:16])[C:9]=2[O:8]1)([CH3:20])[CH3:19], predict the reactants needed to synthesize it. The reactants are: C[O:2][C:3](=[O:22])[CH2:4][N:5]1[C:10]2[CH:11]=[CH:12][CH:13]=[C:14]([CH:15]([CH3:17])[CH3:16])[C:9]=2[O:8][CH:7]([CH:18]([CH3:20])[CH3:19])[C:6]1=[O:21].[OH-].[Na+]. (6) Given the product [Br:22][CH2:14][C:8]1[CH:9]=[C:10]([Cl:13])[CH:11]=[CH:12][C:7]=1[C:6]1[C:2]([Cl:1])=[N:3][S:4][N:5]=1, predict the reactants needed to synthesize it. The reactants are: [Cl:1][C:2]1[C:6]([C:7]2[CH:12]=[CH:11][C:10]([Cl:13])=[CH:9][C:8]=2[CH3:14])=[N:5][S:4][N:3]=1.C1C(=O)N([Br:22])C(=O)C1.C(OOC(=O)C1C=CC=CC=1)(=O)C1C=CC=CC=1. (7) The reactants are: [CH3:1][O:2][C:3]1[CH:4]=[C:5]([CH:33]=[CH:34][CH:35]=1)[CH2:6][O:7][C:8]1[CH:13]=[CH:12][C:11]([C:14]2[CH:19]=[CH:18][CH:17]=[C:16]([NH:20][C@H:21]([C:29]([O:31]C)=[O:30])[CH2:22][C:23]3[CH:28]=[CH:27][CH:26]=[CH:25][CH:24]=3)[CH:15]=2)=[CH:10][CH:9]=1.[OH-].[Na+].Cl. Given the product [CH3:1][O:2][C:3]1[CH:4]=[C:5]([CH:33]=[CH:34][CH:35]=1)[CH2:6][O:7][C:8]1[CH:9]=[CH:10][C:11]([C:14]2[CH:19]=[CH:18][CH:17]=[C:16]([NH:20][C@H:21]([C:29]([OH:31])=[O:30])[CH2:22][C:23]3[CH:24]=[CH:25][CH:26]=[CH:27][CH:28]=3)[CH:15]=2)=[CH:12][CH:13]=1, predict the reactants needed to synthesize it. (8) Given the product [CH:5]1([C:8]2[N:17]=[CH:16][C:15]3[C:10](=[CH:11][CH:12]=[C:3]([C:2]([OH:4])=[O:20])[CH:14]=3)[N:9]=2)[CH2:7][CH2:6]1, predict the reactants needed to synthesize it. The reactants are: C[CH:2]([OH:4])[CH3:3].[CH:5]1([C:8]2[N:17]=[CH:16][C:15]3[C:10](=[CH:11][CH:12]=C(C#N)[CH:14]=3)[N:9]=2)[CH2:7][CH2:6]1.[OH-:20].[K+].Cl.